Dataset: Peptide-MHC class II binding affinity with 134,281 pairs from IEDB. Task: Regression. Given a peptide amino acid sequence and an MHC pseudo amino acid sequence, predict their binding affinity value. This is MHC class II binding data. The peptide sequence is ELYYAIYKASPTLAF. The MHC is DRB1_0401 with pseudo-sequence DRB1_0401. The binding affinity (normalized) is 0.686.